Dataset: Forward reaction prediction with 1.9M reactions from USPTO patents (1976-2016). Task: Predict the product of the given reaction. (1) Given the reactants [CH3:1][C:2]1[C:10]([N+:11]([O-:13])=[O:12])=[CH:9][CH:8]=[CH:7][C:3]=1[C:4]([OH:6])=[O:5].S(Cl)(Cl)=O.[CH2:18](O)[CH3:19], predict the reaction product. The product is: [CH3:1][C:2]1[C:10]([N+:11]([O-:13])=[O:12])=[CH:9][CH:8]=[CH:7][C:3]=1[C:4]([O:6][CH2:18][CH3:19])=[O:5]. (2) The product is: [C:28]1([S:25]([N:20]2[CH:21]=[CH:22][C:23]3[C:19]2=[N:18][CH:17]=[C:16]2[C:24]=3[N:13]([C@H:10]3[CH2:11][CH2:12][C@H:8]([NH2:7])[CH2:9]3)[N:14]=[N:15]2)(=[O:26])=[O:27])[CH:33]=[CH:32][CH:31]=[CH:30][CH:29]=1. Given the reactants C(OC(=O)[NH:7][C@H:8]1[CH2:12][CH2:11][C@H:10]([N:13]2[C:24]3[C:16](=[CH:17][N:18]=[C:19]4[C:23]=3[CH:22]=[CH:21][N:20]4[S:25]([C:28]3[CH:33]=[CH:32][CH:31]=[CH:30][CH:29]=3)(=[O:27])=[O:26])[N:15]=[N:14]2)[CH2:9]1)(C)(C)C.FC(F)(F)C(O)=O, predict the reaction product. (3) Given the reactants [F:1][C:2]([F:11])([C:5]1[CH:10]=[CH:9][CH:8]=[CH:7][N:6]=1)[CH2:3][OH:4].[C:12]1([CH3:22])[CH:17]=[CH:16][C:15]([S:18](Cl)(=[O:20])=[O:19])=[CH:14][CH:13]=1, predict the reaction product. The product is: [CH3:22][C:12]1[CH:17]=[CH:16][C:15]([S:18]([O:4][CH2:3][C:2]([F:1])([F:11])[C:5]2[CH:10]=[CH:9][CH:8]=[CH:7][N:6]=2)(=[O:20])=[O:19])=[CH:14][CH:13]=1. (4) The product is: [CH2:1]([O:3][C:4]([C:6]1[NH:7][C:8]([CH3:11])=[C:9]([C:19](=[O:20])[CH:18]([C:12]2[CH:17]=[CH:16][CH:15]=[CH:14][CH:13]=2)[CH3:22])[CH:10]=1)=[O:5])[CH3:2]. Given the reactants [CH2:1]([O:3][C:4]([C:6]1[NH:7][C:8]([CH3:11])=[CH:9][CH:10]=1)=[O:5])[CH3:2].[C:12]1([CH:18]([CH3:22])[C:19](Cl)=[O:20])[CH:17]=[CH:16][CH:15]=[CH:14][CH:13]=1, predict the reaction product. (5) Given the reactants [CH3:1][N:2]([CH3:15])[C:3]1([C:13]#N)[CH2:12][CH2:11][C:6]2([O:10][CH2:9][CH2:8][O:7]2)[CH2:5][CH2:4]1.[CH2:16]([Mg][Cl:21])[CH2:17][CH2:18]C.[Cl-].[NH4+].Cl[Si](C)(C)C, predict the reaction product. The product is: [ClH:21].[CH2:13]([C:3]1([N:2]([CH3:15])[CH3:1])[CH2:12][CH2:11][C:6]2([O:10][CH2:9][CH2:8][O:7]2)[CH2:5][CH2:4]1)[CH2:16][CH2:17][CH3:18].